This data is from Catalyst prediction with 721,799 reactions and 888 catalyst types from USPTO. The task is: Predict which catalyst facilitates the given reaction. (1) Reactant: [C:1]1([NH:7][C:8]2[C:16]3[C:15]4[CH2:17][NH:18][CH2:19][CH2:20][C:14]=4[NH:13][C:12]=3[N:11]=[CH:10][CH:9]=2)[CH:6]=[CH:5][CH:4]=[CH:3][CH:2]=1.[Cl:21][C:22]1[CH:23]=[C:24]([S:28](Cl)(=[O:30])=[O:29])[CH:25]=[CH:26][CH:27]=1.C(N(CC)CC)C. Product: [Cl:21][C:22]1[CH:23]=[C:24]([S:28]([N:18]2[CH2:19][CH2:20][C:14]3[NH:13][C:12]4[N:11]=[CH:10][CH:9]=[C:8]([NH:7][C:1]5[CH:2]=[CH:3][CH:4]=[CH:5][CH:6]=5)[C:16]=4[C:15]=3[CH2:17]2)(=[O:30])=[O:29])[CH:25]=[CH:26][CH:27]=1. The catalyst class is: 26. (2) Reactant: [CH2:1]([N:3]([C:15]1[CH:20]=[CH:19][C:18]([C:21]([F:24])([F:23])[F:22])=[CH:17][C:16]=1[CH:25]=[O:26])[CH2:4][CH2:5][CH2:6][CH2:7][CH2:8][CH2:9][C:10]([O:12][CH2:13][CH3:14])=[O:11])[CH3:2].[BH4-].[Na+].[Cl-].[NH4+].C(OCC)(=O)C. Product: [CH2:1]([N:3]([C:15]1[CH:20]=[CH:19][C:18]([C:21]([F:23])([F:22])[F:24])=[CH:17][C:16]=1[CH2:25][OH:26])[CH2:4][CH2:5][CH2:6][CH2:7][CH2:8][CH2:9][C:10]([O:12][CH2:13][CH3:14])=[O:11])[CH3:2]. The catalyst class is: 234. (3) Reactant: [CH3:1][O:2][C:3](=[O:27])[NH:4][CH:5]([C:9](=[O:26])[NH:10][C:11]1([C:14]2[NH:15][C:16]([C:19]3[CH:24]=[CH:23][C:22](Br)=[CH:21][CH:20]=3)=[CH:17][N:18]=2)[CH2:13][CH2:12]1)[CH:6]([CH3:8])[CH3:7].[B:28]1([B:28]2[O:32][C:31]([CH3:34])([CH3:33])[C:30]([CH3:36])([CH3:35])[O:29]2)[O:32][C:31]([CH3:34])([CH3:33])[C:30]([CH3:36])([CH3:35])[O:29]1.CC([O-])=O.[K+]. Product: [CH3:1][O:2][C:3](=[O:27])[NH:4][CH:5]([C:9](=[O:26])[NH:10][C:11]1([C:14]2[NH:15][C:16]([C:19]3[CH:24]=[CH:23][C:22]([B:28]4[O:32][C:31]([CH3:34])([CH3:33])[C:30]([CH3:36])([CH3:35])[O:29]4)=[CH:21][CH:20]=3)=[CH:17][N:18]=2)[CH2:13][CH2:12]1)[CH:6]([CH3:8])[CH3:7]. The catalyst class is: 77. (4) Reactant: [H-].[Na+].C(OP([CH2:11][C:12]([O:14][C:15]([CH3:18])([CH3:17])[CH3:16])=[O:13])(OCC)=O)C.[F:19][C:20]1[CH:27]=[CH:26][C:23]([CH:24]=O)=[CH:22][C:21]=1[N+:28]([O-:30])=[O:29].O. Product: [F:19][C:20]1[CH:27]=[CH:26][C:23](/[CH:24]=[CH:11]/[C:12]([O:14][C:15]([CH3:16])([CH3:17])[CH3:18])=[O:13])=[CH:22][C:21]=1[N+:28]([O-:30])=[O:29]. The catalyst class is: 1.